Dataset: Full USPTO retrosynthesis dataset with 1.9M reactions from patents (1976-2016). Task: Predict the reactants needed to synthesize the given product. (1) Given the product [CH3:21][NH:20][C:18]([C:9]1[C:8]2[CH:22]=[C:4]([B:37]3[O:38][C:39]([CH3:41])([CH3:40])[C:35]([CH3:51])([CH3:34])[O:36]3)[C:5]([N:23]([CH3:28])[S:24]([CH3:27])(=[O:26])=[O:25])=[CH:6][C:7]=2[O:11][C:10]=1[N:12]1[CH2:17][CH2:16][O:15][CH2:14][CH2:13]1)=[O:19], predict the reactants needed to synthesize it. The reactants are: N#N.Br[C:4]1[C:5]([N:23]([CH3:28])[S:24]([CH3:27])(=[O:26])=[O:25])=[CH:6][C:7]2[O:11][C:10]([N:12]3[CH2:17][CH2:16][O:15][CH2:14][CH2:13]3)=[C:9]([C:18]([NH:20][CH3:21])=[O:19])[C:8]=2[CH:22]=1.CC([O-])=O.[K+].[CH3:34][C:35]1([CH3:51])[C:39]([CH3:41])([CH3:40])[O:38][B:37]([B:37]2[O:38][C:39]([CH3:41])([CH3:40])[C:35]([CH3:51])([CH3:34])[O:36]2)[O:36]1. (2) Given the product [CH3:1][O:2][C:3]1[CH:12]=[C:11]([O:13][CH3:14])[CH:10]=[C:9]2[C:4]=1[C:5](=[O:28])[NH:6][C:7]([C:15]1[CH:16]=[C:17]([CH3:27])[C:18]([O:19][CH2:20][C:21]([NH:31][CH3:30])=[O:22])=[C:24]([CH3:26])[CH:25]=1)=[N:8]2, predict the reactants needed to synthesize it. The reactants are: [CH3:1][O:2][C:3]1[CH:12]=[C:11]([O:13][CH3:14])[CH:10]=[C:9]2[C:4]=1[C:5](=[O:28])[NH:6][C:7]([C:15]1[CH:25]=[C:24]([CH3:26])[C:18]([O:19][CH2:20][C:21](O)=[O:22])=[C:17]([CH3:27])[CH:16]=1)=[N:8]2.C[CH2:30][N:31]=C=NCCCN(C)C.C1C=CC2N(O)N=NC=2C=1.CN. (3) The reactants are: [C:1]([C:4]1[C:9]([C:10]2[CH:15]=[CH:14][CH:13]=[CH:12][CH:11]=2)=[N:8][N:7]([CH2:16][CH3:17])[C:6](=[O:18])[C:5]=1[N+:19]([O-])=O)(=[O:3])[CH3:2].N[C:23]1[CH:27]=[CH:26][NH:25][N:24]=1. Given the product [C:1]([C:4]1[C:9]([C:10]2[CH:15]=[CH:14][CH:13]=[CH:12][CH:11]=2)=[N:8][N:7]([CH2:16][CH3:17])[C:6](=[O:18])[C:5]=1[NH:19][C:23]1[CH:27]=[CH:26][NH:25][N:24]=1)(=[O:3])[CH3:2], predict the reactants needed to synthesize it. (4) Given the product [Cl:14][C:9]1[C:8]([N+:11]([O-:13])=[O:12])=[CH:7][C:4]([C:5]#[N:15])=[CH:3][C:2]=1[OH:1], predict the reactants needed to synthesize it. The reactants are: [OH:1][C:2]1[CH:3]=[C:4]([CH:7]=[C:8]([N+:11]([O-:13])=[O:12])[C:9]=1O)[CH:5]=O.[ClH:14].[NH2:15]O.C1(C)C=CC(CS(O)(=O)=O)=CC=1.S([O-])([O-])(=O)=O.[Mg+2]. (5) Given the product [C:1]12([CH2:11][O:12][C:13]3[C:18]([CH:23]4[CH2:25][CH2:24]4)=[CH:17][N:16]4[CH:20]=[N:21][N:22]=[C:15]4[CH:14]=3)[CH2:10][CH:5]3[CH2:6][CH:7]([CH2:9][CH:3]([CH2:4]3)[CH2:2]1)[CH2:8]2, predict the reactants needed to synthesize it. The reactants are: [C:1]12([CH2:11][O:12][C:13]3[C:18](Br)=[CH:17][N:16]4[CH:20]=[N:21][N:22]=[C:15]4[CH:14]=3)[CH2:10][CH:5]3[CH2:6][CH:7]([CH2:9][CH:3]([CH2:4]3)[CH2:2]1)[CH2:8]2.[CH:23]1(B(O)O)[CH2:25][CH2:24]1.[O-]P(OP(OP([O-])([O-])=O)([O-])=O)(=O)[O-].[K+].[K+].[K+].[K+].[K+].